Dataset: Catalyst prediction with 721,799 reactions and 888 catalyst types from USPTO. Task: Predict which catalyst facilitates the given reaction. (1) Reactant: [C:1]([C:5]1[CH:43]=[CH:42][C:8]([C:9]([NH:11][C@@H:12]([CH2:16][C:17]2[CH:22]=[CH:21][C:20]([C:23]3[N:27]=[C:26]([C:28]4[CH:33]=[CH:32][C:31]([O:34][CH2:35][CH2:36][CH2:37][CH2:38][CH2:39][CH2:40][CH3:41])=[CH:30][CH:29]=4)[O:25][N:24]=3)=[CH:19][CH:18]=2)[C:13](O)=[O:14])=[O:10])=[CH:7][CH:6]=1)([CH3:4])([CH3:3])[CH3:2].C1C=CC2N(O)N=NC=2C=1.CCN=C=NCCCN(C)C.[NH2:65][CH2:66][C:67]([O:69]C(C)(C)C)=[O:68]. Product: [C:1]([C:5]1[CH:43]=[CH:42][C:8]([C:9]([NH:11][C@@H:12]([CH2:16][C:17]2[CH:22]=[CH:21][C:20]([C:23]3[N:27]=[C:26]([C:28]4[CH:29]=[CH:30][C:31]([O:34][CH2:35][CH2:36][CH2:37][CH2:38][CH2:39][CH2:40][CH3:41])=[CH:32][CH:33]=4)[O:25][N:24]=3)=[CH:19][CH:18]=2)[C:13]([NH:65][CH2:66][C:67]([OH:69])=[O:68])=[O:14])=[O:10])=[CH:7][CH:6]=1)([CH3:4])([CH3:2])[CH3:3]. The catalyst class is: 3. (2) Reactant: C1(C)C=CC=CC=1.[H-].COCCO[Al+]OCCOC.[Na+].[H-].[C:22]([O:26][C:27](=[O:58])[NH:28][CH2:29][C:30]#[C:31][C:32]1[CH:33]=[C:34]2[C:39](=[CH:40][CH:41]=1)[N:38]=[CH:37][N:36]=[C:35]2[NH:42][C:43]1[CH:48]=[CH:47][C:46]([O:49][C:50]2[CH:51]=[N:52][C:53]([CH3:56])=[CH:54][CH:55]=2)=[C:45]([Cl:57])[CH:44]=1)([CH3:25])([CH3:24])[CH3:23]. Product: [C:22]([O:26][C:27](=[O:58])[NH:28][CH2:29]/[CH:30]=[CH:31]/[C:32]1[CH:33]=[C:34]2[C:39](=[CH:40][CH:41]=1)[N:38]=[CH:37][N:36]=[C:35]2[NH:42][C:43]1[CH:48]=[CH:47][C:46]([O:49][C:50]2[CH:51]=[N:52][C:53]([CH3:56])=[CH:54][CH:55]=2)=[C:45]([Cl:57])[CH:44]=1)([CH3:25])([CH3:23])[CH3:24]. The catalyst class is: 7. (3) Reactant: [CH3:1][C@H:2]1[CH2:7][C@@H:6]([CH3:8])[CH2:5][N:4]([C:9]([CH:11]2[CH2:19][C:18]3[C:13](=[CH:14][CH:15]=[CH:16][CH:17]=3)[N:12]2C(OC(C)(C)C)=O)=[O:10])[CH2:3]1.FC(F)(F)C(O)=O. Product: [CH3:1][C@H:2]1[CH2:7][C@@H:6]([CH3:8])[CH2:5][N:4]([C:9]([CH:11]2[CH2:19][C:18]3[C:13](=[CH:14][CH:15]=[CH:16][CH:17]=3)[NH:12]2)=[O:10])[CH2:3]1. The catalyst class is: 4. (4) Reactant: [C:1]([C:4]1[C:9]([C:10]2[CH:15]=[CH:14][CH:13]=[CH:12][CH:11]=2)=[N:8][N:7]([CH2:16][CH3:17])[C:6](=[O:18])[C:5]=1[N+:19]([O-])=O)(=[O:3])[CH3:2].[Cl:22][C:23]1[CH:24]=[C:25]([CH:27]=[CH:28][CH:29]=1)N. Product: [C:1]([C:4]1[C:9]([C:10]2[CH:15]=[CH:14][CH:13]=[CH:12][CH:11]=2)=[N:8][N:7]([CH2:16][CH3:17])[C:6](=[O:18])[C:5]=1[NH:19][C:28]1[CH:27]=[CH:25][CH:24]=[C:23]([Cl:22])[CH:29]=1)(=[O:3])[CH3:2]. The catalyst class is: 8. (5) Reactant: [CH3:1][C:2]1[CH:18]=[C:17]([CH3:19])[CH:16]=[CH:15][C:3]=1[O:4][C:5]1[S:6][C:7]2[C:13]([NH2:14])=[CH:12][CH:11]=[CH:10][C:8]=2[N:9]=1.[CH:20](=O)[CH2:21][CH3:22].C(O[BH-](O[C:34](=O)[CH3:35])OC(=O)C)(=O)C.[Na+].[CH3:38]C(O)=O. Product: [CH3:1][C:2]1[CH:18]=[C:17]([CH3:19])[CH:16]=[CH:15][C:3]=1[O:4][C:5]1[S:6][C:7]2[C:13]([N:14]([CH2:38][CH2:34][CH3:35])[CH2:20][CH2:21][CH3:22])=[CH:12][CH:11]=[CH:10][C:8]=2[N:9]=1. The catalyst class is: 4. (6) Reactant: [Cl:1][C:2]1[CH:3]=[C:4]([CH:33]=[C:34]([Cl:36])[CH:35]=1)[O:5][C:6]1[CH:11]=[CH:10][C:9]([C:12]([N:14]([CH3:16])[CH3:15])=[O:13])=[CH:8][C:7]=1[S:17]([N:20]1[CH2:25][CH2:24][N:23](C(OC(C)(C)C)=O)[CH2:22][CH2:21]1)(=[O:19])=[O:18].Cl.O1CCOCC1. Product: [ClH:1].[Cl:1][C:2]1[CH:3]=[C:4]([CH:33]=[C:34]([Cl:36])[CH:35]=1)[O:5][C:6]1[CH:11]=[CH:10][C:9]([C:12]([N:14]([CH3:15])[CH3:16])=[O:13])=[CH:8][C:7]=1[S:17]([N:20]1[CH2:21][CH2:22][NH:23][CH2:24][CH2:25]1)(=[O:18])=[O:19]. The catalyst class is: 2.